Dataset: Reaction yield outcomes from USPTO patents with 853,638 reactions. Task: Predict the reaction yield, written as a fraction of the theoretical maximum amount of product (1.0 means a 100% yield; for example, 0.34 means a 34% yield). (1) The catalyst is C(OCC)(=O)C.[Na+].[Cl-].O.C(N(CC)CC)C. The product is [C:61]([O:60][C:58](=[O:59])[NH:57][C:54]([C:53](=[O:65])[NH:52][C@H:48]([CH2:47][O:46][CH2:39][C:40]1[CH:45]=[CH:44][CH:43]=[CH:42][CH:41]=1)[C:49]([N:20]1[CH2:21][CH2:22][C:23]2=[N:24][N:25]([CH3:28])[C:26](=[O:27])[C@:18]2([CH2:11][C:12]2[CH:17]=[CH:16][CH:15]=[CH:14][CH:13]=2)[CH2:19]1)=[O:50])([CH3:56])[CH3:55])([CH3:62])([CH3:63])[CH3:64]. The reactants are C([C@@H]([C@H](C(O)=O)O)O)(O)=O.[CH2:11]([C:18]12[C:26](=[O:27])[N:25]([CH3:28])[N:24]=[C:23]1[CH2:22][CH2:21][NH:20][CH2:19]2)[C:12]1[CH:17]=[CH:16][CH:15]=[CH:14][CH:13]=1.C(C(C(C([O-])=O)O)O)([O-])=O.[CH2:39]([O:46][CH2:47][CH:48]([NH:52][C:53](=[O:65])[C:54]([NH:57][C:58]([O:60][C:61]([CH3:64])([CH3:63])[CH3:62])=[O:59])([CH3:56])[CH3:55])[C:49](O)=[O:50])[C:40]1[CH:45]=[CH:44][CH:43]=[CH:42][CH:41]=1.C(OC(C)C)(C)C.Cl.C([O-])([O-])=O.[Na+].[Na+]. The yield is 0.604. (2) The reactants are Cl[C:2]1[CH:3]=[CH:4][C:5]2[N:6]([C:8]([CH2:15][N:16]3[CH2:20][CH:19]([CH:21]=[C:22]([F:24])[F:23])[CH2:18][C:17]3=[O:25])=[C:9]([C:11]([F:14])([F:13])[F:12])[N:10]=2)[N:7]=1.[CH3:26][O-:27].[Na+].O. The catalyst is CO.CCOC(C)=O.O(C(C)C)C(C)C. The product is [F:23][C:22]([F:24])=[CH:21][CH:19]1[CH2:20][N:16]([CH2:15][C:8]2[N:6]3[N:7]=[C:2]([O:27][CH3:26])[CH:3]=[CH:4][C:5]3=[N:10][C:9]=2[C:11]([F:14])([F:13])[F:12])[C:17](=[O:25])[CH2:18]1. The yield is 0.930.